From a dataset of Full USPTO retrosynthesis dataset with 1.9M reactions from patents (1976-2016). Predict the reactants needed to synthesize the given product. (1) Given the product [Cl:3][C:4]1[CH:5]=[C:6]([C:14]2[O:18][N:17]=[C:16]([C:19]3[CH:28]=[CH:27][CH:26]=[C:25]4[C:20]=3[CH:21]=[CH:22][N:23]=[C:24]4[CH2:29][CH2:30][CH2:31][C:32]([OH:34])=[O:33])[N:15]=2)[CH:7]=[CH:8][C:9]=1[O:10][CH:11]([CH3:13])[CH3:12], predict the reactants needed to synthesize it. The reactants are: [OH-].[Na+].[Cl:3][C:4]1[CH:5]=[C:6]([C:14]2[O:18][N:17]=[C:16]([C:19]3[CH:28]=[CH:27][CH:26]=[C:25]4[C:20]=3[CH:21]=[CH:22][N:23]=[C:24]4[CH2:29][CH2:30][CH2:31][C:32]([O:34]CC)=[O:33])[N:15]=2)[CH:7]=[CH:8][C:9]=1[O:10][CH:11]([CH3:13])[CH3:12]. (2) The reactants are: [Cl:1][C:2]1[CH:10]=[C:9]2[C:5]([CH:6]=[C:7]([C:12]3[CH:13]=[N:14][CH:15]=[C:16]([CH:18]=[O:19])[CH:17]=3)[N:8]2[CH3:11])=[CH:4][CH:3]=1.ClS([N:24]=[C:25]=O)(=O)=O.CN(C=O)C.C([O-])(O)=O.[Na+].C(N(CC)CC)C. Given the product [Cl:1][C:2]1[CH:10]=[C:9]2[C:5]([C:6]([C:25]#[N:24])=[C:7]([C:12]3[CH:13]=[N:14][CH:15]=[C:16]([CH:18]=[O:19])[CH:17]=3)[N:8]2[CH3:11])=[CH:4][CH:3]=1, predict the reactants needed to synthesize it. (3) Given the product [CH3:4][CH2:5][O:9][C:14]([CH3:19])=[O:58].[CH3:23][CH2:24][CH2:26][CH2:27][CH2:28][CH3:29], predict the reactants needed to synthesize it. The reactants are: BrC1C=[C:4](OC)[C:5]([O:9]C)=CC=1Br.F[C:14]1[CH:19]=CC(B(O)O)=CC=1.[CH3:23][CH:24]([C:26]1C=C(C(C)C)[C:29](C2C=CC=CC=2P(C2CCCCC2)C2CCCCC2)=[C:28](C(C)C)[CH:27]=1)C.C([O-])([O-])=[O:58].[K+].[K+]. (4) Given the product [Cl:29][C:26]1[CH:27]=[C:28]2[C:23]([C:22]([CH3:30])=[CH:21][N:20]2[S:17]([C:15]2[CH:14]=[CH:13][C:12]([O:31][CH3:32])=[C:11]([N:8]3[CH2:7][CH2:6][NH:5][CH2:10][CH2:9]3)[CH:16]=2)(=[O:19])=[O:18])=[CH:24][CH:25]=1, predict the reactants needed to synthesize it. The reactants are: ClC(Cl)(Cl)C([N:5]1[CH2:10][CH2:9][N:8]([C:11]2[CH:16]=[C:15]([S:17]([N:20]3[C:28]4[C:23](=[CH:24][CH:25]=[C:26]([Cl:29])[CH:27]=4)[C:22]([CH3:30])=[CH:21]3)(=[O:19])=[O:18])[CH:14]=[CH:13][C:12]=2[O:31][CH3:32])[CH2:7][CH2:6]1)=O.[OH-].[K+]. (5) The reactants are: [F:1][C:2]([F:17])([F:16])[C:3]([F:15])([F:14])[C:4]([F:13])([F:12])[C:5]([F:11])([F:10])[C:6]([F:9])([F:8])[F:7]. Given the product [F:1][C:2]([F:16])([F:17])[C:3]([F:14])([F:15])[C:4]([F:12])([F:13])[C:5]([F:11])([F:10])[C:6]([F:9])([F:8])[F:7].[F:16][C:2]([F:1])([F:17])[C:3]([F:15])=[C:4]([F:12])[C:5]([F:11])([C:2]([F:17])([F:16])[F:1])[C:6]([F:7])([F:9])[F:8], predict the reactants needed to synthesize it. (6) Given the product [NH2:1][C:2]1[CH:3]=[C:4]([C:8]2[N:9]=[C:10]3[C:16]([C:17](=[O:22])[C:18]([CH3:20])([CH3:19])[CH3:21])=[CH:15][NH:14][C:11]3=[N:12][CH:13]=2)[CH:5]=[CH:6][CH:7]=1, predict the reactants needed to synthesize it. The reactants are: [NH2:1][C:2]1[CH:3]=[C:4]([C:8]2[N:9]=[C:10]3[C:16]([C:17](=[O:22])[C:18]([CH3:21])([CH3:20])[CH3:19])=[CH:15][N:14](COCC[Si](C)(C)C)[C:11]3=[N:12][CH:13]=2)[CH:5]=[CH:6][CH:7]=1.[F-].C([N+](CCCC)(CCCC)CCCC)CCC. (7) Given the product [CH3:10][C:7]1[N:6]=[CH:5][C:4]([C:3]2[CH:13]=[CH:12][O:1][N:2]=2)=[CH:9][CH:8]=1, predict the reactants needed to synthesize it. The reactants are: [OH:1][N:2]=[C:3](Cl)[C:4]1[CH:9]=[CH:8][C:7]([CH3:10])=[N:6][CH:5]=1.[CH:12](Br)=[CH2:13].CCCC[Sn](O[Sn](CCCC)(CCCC)CCCC)(CCCC)CCCC.